From a dataset of Forward reaction prediction with 1.9M reactions from USPTO patents (1976-2016). Predict the product of the given reaction. (1) Given the reactants [F:1][CH:2]([F:18])[O:3][C:4]1[CH:5]=[CH:6][C:7]([C:10]([F:17])([F:16])[C:11](OCC)=[O:12])=[N:8][CH:9]=1.[BH4-].[Na+], predict the reaction product. The product is: [F:18][CH:2]([F:1])[O:3][C:4]1[CH:5]=[CH:6][C:7]([C:10]([F:17])([F:16])[CH2:11][OH:12])=[N:8][CH:9]=1. (2) The product is: [Br-:23].[OH:10][C:9]([C:17]1[CH:22]=[CH:21][CH:20]=[CH:19][CH:18]=1)([C:11]1[CH:12]=[CH:13][CH:14]=[CH:15][CH:16]=1)[C:4]12[CH2:5][CH2:6][N+:1]([CH2:24][CH2:25][O:26][CH:27]3[CH2:32][CH2:31][CH2:30][CH2:29][O:28]3)([CH2:2][CH2:3]1)[CH2:8][CH2:7]2. Given the reactants [N:1]12[CH2:8][CH2:7][C:4]([C:9]([C:17]3[CH:22]=[CH:21][CH:20]=[CH:19][CH:18]=3)([C:11]3[CH:16]=[CH:15][CH:14]=[CH:13][CH:12]=3)[OH:10])([CH2:5][CH2:6]1)[CH2:3][CH2:2]2.[Br:23][CH2:24][CH2:25][O:26][CH:27]1[CH2:32][CH2:31][CH2:30][CH2:29][O:28]1, predict the reaction product. (3) The product is: [CH2:26]([N:28]1[CH2:33][CH2:32][N:31]([C:19]([C:18]2[CH:22]=[CH:23][C:15]([N:12]3[C:13]([OH:14])=[C:9]([C:6]4[CH:7]=[CH:8][C:3]([C:1]#[N:2])=[C:4]([F:25])[C:5]=4[CH3:24])[CH:10]=[N:11]3)=[N:16][CH:17]=2)=[O:21])[C@@H:30]([CH3:34])[CH2:29]1)[CH3:27]. Given the reactants [C:1]([C:3]1[CH:8]=[CH:7][C:6]([C:9]2[CH:10]=[N:11][N:12]([C:15]3[CH:23]=[CH:22][C:18]([C:19]([OH:21])=O)=[CH:17][N:16]=3)[C:13]=2[OH:14])=[C:5]([CH3:24])[C:4]=1[F:25])#[N:2].[CH2:26]([N:28]1[CH2:33][CH2:32][NH:31][C@@H:30]([CH3:34])[CH2:29]1)[CH3:27], predict the reaction product. (4) Given the reactants [Li]CCCC.[CH3:6][O:7][C:8]1[CH:16]=[CH:15][C:11]2[CH:12]=[CH:13][O:14][C:10]=2[CH:9]=1.C([O:20][B:21](OC(C)C)[O:22]C(C)C)(C)C, predict the reaction product. The product is: [CH3:6][O:7][C:8]1[CH:16]=[CH:15][C:11]2[CH:12]=[C:13]([B:21]([OH:22])[OH:20])[O:14][C:10]=2[CH:9]=1.